This data is from Kir2.1 potassium channel HTS with 301,493 compounds. The task is: Binary Classification. Given a drug SMILES string, predict its activity (active/inactive) in a high-throughput screening assay against a specified biological target. (1) The compound is FC(F)Oc1c(OC)cc(C(=O)NCC2(N3CCCCC3)CCCCC2)cc1. The result is 0 (inactive). (2) The compound is O=C1NC2(NC(=O)NC(C2)(C)C)CC(N1)(C)C. The result is 0 (inactive). (3) The drug is [O-][N+](=O)c1ccc(N(CCCC)C)cc1. The result is 0 (inactive). (4) The compound is S(Cc1nc2n(c1)cccc2)c1[nH]c2c(n1)ccc([N+]([O-])=O)c2. The result is 0 (inactive). (5) The result is 0 (inactive). The drug is S\1C(C(=O)N(C1=N\N=C/c1ccc(N(C)C)cc1)c1ccc(O)cc1)CC(O)=O. (6) The compound is O=c1c(NC(C)(C)C)ccccc1. The result is 0 (inactive). (7) The molecule is S(=O)(=O)(N(C)C)c1ccc(C(=O)Nc2ccc(CCC(=O)N3CCCC3)cc2)cc1. The result is 0 (inactive). (8) The compound is O=C(NC1CCCC1)C(N(c1ccc(cc1)C(=O)C)C(=O)CNC(=O)c1occc1)c1oc(cc1)C. The result is 0 (inactive). (9) The drug is O=C(Nc1c(n(n(c1=O)c1ccccc1)C)C)C12CC3(CC(C2)CC(C3)C1)C. The result is 0 (inactive). (10) The molecule is O(C(=O)C1N(C2=NC(=C(C3Nc4c(C23C1)cccc4)C(OC)=O)C(OC)=O)C(=O)CC(C)C)C. The result is 0 (inactive).